From a dataset of Full USPTO retrosynthesis dataset with 1.9M reactions from patents (1976-2016). Predict the reactants needed to synthesize the given product. (1) Given the product [CH3:30][O:31][CH2:32][CH2:33][N:27]1[CH2:28][CH2:29][CH:24]([CH2:23][O:22][C:18]2[CH:17]=[C:16]3[C:21]([C:12]([O:11][C:7]4[CH:8]=[C:9]5[C:4](=[CH:5][CH:6]=4)[NH:3][C:2]([CH3:1])=[CH:10]5)=[N:13][CH:14]=[N:15]3)=[CH:20][CH:19]=2)[CH2:25][CH2:26]1, predict the reactants needed to synthesize it. The reactants are: [CH3:1][C:2]1[NH:3][C:4]2[C:9]([CH:10]=1)=[CH:8][C:7]([O:11][C:12]1[C:21]3[C:16](=[CH:17][C:18]([O:22][CH2:23][CH:24]4[CH2:29][CH2:28][NH:27][CH2:26][CH2:25]4)=[CH:19][CH:20]=3)[N:15]=[CH:14][N:13]=1)=[CH:6][CH:5]=2.[CH3:30][O:31][CH2:32][CH:33]=O. (2) Given the product [N+:1]([O-:4])([O-:3])=[O:2].[Bi+3:14].[N+:10]([O-:13])([O-:12])=[O:11].[N+:15]([O-:18])([O-:17])=[O:16], predict the reactants needed to synthesize it. The reactants are: [N+:1]([O-:4])([OH:3])=[O:2].O.O.O.O.O.[N+:10]([O-:13])([O-:12])=[O:11].[Bi+3:14].[N+:15]([O-:18])([O-:17])=[O:16].[N+]([O-])([O-])=O. (3) Given the product [CH2:1]([C:3]1[N:8]=[C:7]2[NH:9][CH:10]=[CH:16][C:6]2=[CH:5][CH:4]=1)[CH3:2], predict the reactants needed to synthesize it. The reactants are: [CH2:1]([C:3]1[N:8]=[C:7]([NH:9][C:10](=O)C(C)(C)C)[C:6]([CH3:16])=[CH:5][CH:4]=1)[CH3:2].C([Li])(C)(C)C.CN(C)C=O.Cl. (4) Given the product [CH:1]12[CH2:7][CH:4]([CH:5]=[CH:6]1)[CH2:3][CH:2]2[NH:8][C:9](=[S:10])[NH:11][N:12]=[CH:21][C:19]1[S:20][C:16]([N+:13]([O-:15])=[O:14])=[CH:17][CH:18]=1, predict the reactants needed to synthesize it. The reactants are: [CH:1]12[CH2:7][CH:4]([CH:5]=[CH:6]1)[CH2:3][CH:2]2[NH:8][C:9]([NH:11][NH2:12])=[S:10].[N+:13]([C:16]1[S:20][C:19]([CH:21]=O)=[CH:18][CH:17]=1)([O-:15])=[O:14]. (5) Given the product [Br:11][C:12]1[C:13]([Cl:19])=[N:14][C:15]([NH:10][C:3]2[C:4]([CH3:9])=[CH:5][C:6]([CH3:8])=[CH:7][C:2]=2[CH3:1])=[N:16][CH:17]=1.[Br:11][C:12]1[C:13]([NH:10][C:3]2[C:4]([CH3:9])=[CH:5][C:6]([CH3:8])=[CH:7][C:2]=2[CH3:1])=[N:14][C:15]([Cl:18])=[N:16][CH:17]=1, predict the reactants needed to synthesize it. The reactants are: [CH3:1][C:2]1[CH:7]=[C:6]([CH3:8])[CH:5]=[C:4]([CH3:9])[C:3]=1[NH2:10].[Br:11][C:12]1[C:13]([Cl:19])=[N:14][C:15]([Cl:18])=[N:16][CH:17]=1. (6) Given the product [NH2:1][C:4]1[C:12]2[C:7](=[CH:8][CH:9]=[C:10]([C:13]3[NH:17][NH:16][NH:15][N:14]=3)[CH:11]=2)[NH:6][C:5]=1[C:18]1[C:19](=[O:28])[NH:20][C:21]2[C:26]([N:27]=1)=[CH:25][CH:24]=[CH:23][CH:22]=2, predict the reactants needed to synthesize it. The reactants are: [N+:1]([C:4]1[C:12]2[C:7](=[CH:8][CH:9]=[C:10]([C:13]3[NH:17][N:16]=[N:15][N:14]=3)[CH:11]=2)[NH:6][C:5]=1[C:18]1[C:19](=[O:28])[NH:20][C:21]2[C:26]([N:27]=1)=[CH:25][CH:24]=[CH:23][CH:22]=2)([O-])=O. (7) Given the product [CH3:1][N:2]([C:37]1[CH:42]=[CH:41][CH:40]=[CH:39][CH:38]=1)[NH:3][C:4]([C:6]1[S:36][C:9]2[NH:10][N:11]=[C:12]([NH:13][C:14](=[O:28])[C:15]3[CH:20]=[CH:19][CH:18]=[C:17]([CH2:21][N:22]4[CH2:27][CH2:26][O:25][CH2:24][CH2:23]4)[CH:16]=3)[C:8]=2[CH:7]=1)=[O:5], predict the reactants needed to synthesize it. The reactants are: [CH3:1][N:2]([C:37]1[CH:42]=[CH:41][CH:40]=[CH:39][CH:38]=1)[NH:3][C:4]([C:6]1[S:36][C:9]2[N:10](C(OC(C)(C)C)=O)[N:11]=[C:12]([NH:13][C:14](=[O:28])[C:15]3[CH:20]=[CH:19][CH:18]=[C:17]([CH2:21][N:22]4[CH2:27][CH2:26][O:25][CH2:24][CH2:23]4)[CH:16]=3)[C:8]=2[CH:7]=1)=[O:5].ClC1C=CC(N(C)NC(C2SC3N(C(OC(C)(C)C)=O)N=C(NC(=O)C4C=CC=C(CN5CCOCC5)C=4)C=3C=2)=O)=CC=1. (8) Given the product [OH2:4].[S:9]([O-:13])([O-:12])(=[O:11])=[O:10].[Ca+2:8].[Ca+2:8].[S:3]([O-:7])([O-:6])(=[O:5])=[O:4], predict the reactants needed to synthesize it. The reactants are: O.O.[S:3]([O-:7])([O-:6])(=[O:5])=[O:4].[Ca+2:8].[S:9]([O-:13])([O-:12])(=[O:11])=[O:10].[Ca+2].